From a dataset of Forward reaction prediction with 1.9M reactions from USPTO patents (1976-2016). Predict the product of the given reaction. (1) Given the reactants [CH3:1][N:2]1[C:7](=[O:8])[CH:6]2[CH2:9][CH2:10][C:3]1([CH:11]=O)[CH2:4][CH2:5]2.[CH3:13][C:14]([S@:17]([NH2:19])=[O:18])([CH3:16])[CH3:15], predict the reaction product. The product is: [CH3:13][C:14]([S@:17](/[N:19]=[CH:11]/[C:3]12[CH2:10][CH2:9][CH:6]([CH2:5][CH2:4]1)[C:7](=[O:8])[N:2]2[CH3:1])=[O:18])([CH3:16])[CH3:15]. (2) The product is: [CH2:1]([O:3][C:4]1[CH:8]=[C:7]([NH:9][C:18](=[O:26])[O:19][C:20]2[CH:25]=[CH:24][CH:23]=[CH:22][CH:21]=2)[N:6]([C:10]2[CH:15]=[CH:14][CH:13]=[CH:12][CH:11]=2)[N:5]=1)[CH3:2]. Given the reactants [CH2:1]([O:3][C:4]1[CH:8]=[C:7]([NH2:9])[N:6]([C:10]2[CH:15]=[CH:14][CH:13]=[CH:12][CH:11]=2)[N:5]=1)[CH3:2].[OH-].[Na+].[C:18](Cl)(=[O:26])[O:19][C:20]1[CH:25]=[CH:24][CH:23]=[CH:22][CH:21]=1, predict the reaction product. (3) Given the reactants [NH2:1][C@@H:2]1[CH2:6][CH2:5][N:4]([C:7]2[N:15]=[C:14]3[C:10]([N:11]=[CH:12][N:13]3[C@@H:16]3[CH2:20][C@H:19]([N:21]4[N:25]=[C:24]([CH2:26][CH3:27])[CH:23]=[N:22]4)[C@@H:18]([OH:28])[C@H:17]3[OH:29])=[C:9]([NH:30][CH2:31][CH:32]([C:39]3[CH:44]=[CH:43][CH:42]=[CH:41][CH:40]=3)[C:33]3[CH:38]=[CH:37][CH:36]=[CH:35][CH:34]=3)[N:8]=2)[CH2:3]1.[ClH:45].C1(C(C2C=CC=CC=2)CNC2N=C(N3CC[C@@H](N[C:70]([NH:72][C:73]4[CH:78]=[CH:77][N:76]=[CH:75][CH:74]=4)=[O:71])C3)N=C3C=2N=CN3[C@@H]2C[C@H](N3N=NC(CC)=N3)[C@@H](O)[C@H]2O)C=CC=CC=1, predict the reaction product. The product is: [ClH:45].[C:33]1([CH:32]([C:39]2[CH:40]=[CH:41][CH:42]=[CH:43][CH:44]=2)[CH2:31][NH:30][C:9]2[N:8]=[C:7]([N:4]3[CH2:5][CH2:6][C@@H:2]([NH:1][C:70]([NH:72][C:73]4[CH:78]=[CH:77][N:76]=[CH:75][CH:74]=4)=[O:71])[CH2:3]3)[N:15]=[C:14]3[C:10]=2[N:11]=[CH:12][N:13]3[C@@H:16]2[CH2:20][C@H:19]([N:21]3[N:25]=[C:24]([CH2:26][CH3:27])[CH:23]=[N:22]3)[C@@H:18]([OH:28])[C@H:17]2[OH:29])[CH:34]=[CH:35][CH:36]=[CH:37][CH:38]=1. (4) Given the reactants C1(C)C=CC=CC=1.[NH2:8][C:9]1[CH:21]=[C:20]([Br:22])[CH:19]=[CH:18][C:10]=1[C:11]([O:13][C:14]([CH3:17])([CH3:16])[CH3:15])=[O:12].[F:23][C:24]1[CH:29]=[CH:28][C:27](I)=[CH:26][CH:25]=1.C(=O)([O-])[O-].[Cs+].[Cs+], predict the reaction product. The product is: [Br:22][C:20]1[CH:19]=[CH:18][C:10]([C:11]([O:13][C:14]([CH3:17])([CH3:15])[CH3:16])=[O:12])=[C:9]([NH:8][C:27]2[CH:28]=[CH:29][C:24]([F:23])=[CH:25][CH:26]=2)[CH:21]=1. (5) The product is: [Br:1][C:2]1[CH:15]=[C:14]2[C:5]([N:6]3[C:11]([CH2:12][O:13]2)=[N:10][NH:9][C:8](=[O:16])[C@H:7]3[CH3:17])=[CH:4][C:3]=1[NH:18][C:19]1([CH3:23])[CH2:20][N:21]([CH3:24])[CH2:22]1. Given the reactants [Br:1][C:2]1[CH:15]=[C:14]2[C:5]([N:6]3[C:11]([CH2:12][O:13]2)=[N:10][NH:9][C:8](=[O:16])[C@H:7]3[CH3:17])=[CH:4][C:3]=1[NH:18][C:19]1([CH3:23])[CH2:22][NH:21][CH2:20]1.[CH3:24]C(O)=O.C([BH3-])#N.[Na+], predict the reaction product. (6) Given the reactants [C:1]1([CH2:7][C@H:8]([NH2:11])[CH2:9][NH2:10])[CH:6]=[CH:5][CH:4]=[CH:3][CH:2]=1.C[Al](C)C.[F:16][C:17]1[CH:40]=[CH:39][C:20]([CH2:21][N:22]2[CH2:26][CH2:25][N:24]([C:27]3[S:31][C:30]([C:32](OCC)=O)=[C:29]([CH3:37])[CH:28]=3)[C:23]2=[O:38])=[CH:19][CH:18]=1, predict the reaction product. The product is: [CH2:7]([CH:8]1[CH2:9][NH:10][C:32]([C:30]2[S:31][C:27]([N:24]3[CH2:25][CH2:26][N:22]([CH2:21][C:20]4[CH:39]=[CH:40][C:17]([F:16])=[CH:18][CH:19]=4)[C:23]3=[O:38])=[CH:28][C:29]=2[CH3:37])=[N:11]1)[C:1]1[CH:6]=[CH:5][CH:4]=[CH:3][CH:2]=1. (7) Given the reactants [CH2:1]([CH:3]1[N:12]2[C:7](=[CH:8][C:9](=[O:18])[C:10]([C:13]([O:15]CC)=[O:14])=[CH:11]2)[C:6]2[CH:19]=[C:20]([O:32][CH3:33])[C:21]([O:23][CH2:24][C:25](=[O:31])[N:26]3[CH2:30][CH2:29][CH2:28][CH2:27]3)=[CH:22][C:5]=2[CH2:4]1)[CH3:2].[OH-].[Na+].Cl, predict the reaction product. The product is: [CH2:1]([CH:3]1[N:12]2[C:7](=[CH:8][C:9](=[O:18])[C:10]([C:13]([OH:15])=[O:14])=[CH:11]2)[C:6]2[CH:19]=[C:20]([O:32][CH3:33])[C:21]([O:23][CH2:24][C:25](=[O:31])[N:26]3[CH2:27][CH2:28][CH2:29][CH2:30]3)=[CH:22][C:5]=2[CH2:4]1)[CH3:2]. (8) Given the reactants [C:1]1([C:7]([CH:9]2[CH2:11][CH2:10]2)=O)[CH:6]=[CH:5][CH:4]=[CH:3][CH:2]=1.C(O)=O.[CH:15]([NH2:17])=[O:16], predict the reaction product. The product is: [CH:9]1([CH:7]([C:1]2[CH:6]=[CH:5][CH:4]=[CH:3][CH:2]=2)[NH:17][CH:15]=[O:16])[CH2:11][CH2:10]1.